Dataset: NCI-60 drug combinations with 297,098 pairs across 59 cell lines. Task: Regression. Given two drug SMILES strings and cell line genomic features, predict the synergy score measuring deviation from expected non-interaction effect. (1) Drug 1: C1CN(P(=O)(OC1)NCCCl)CCCl. Synergy scores: CSS=21.6, Synergy_ZIP=-3.65, Synergy_Bliss=-9.57, Synergy_Loewe=-55.3, Synergy_HSA=-9.58. Cell line: HL-60(TB). Drug 2: CC1C(C(CC(O1)OC2CC(CC3=C2C(=C4C(=C3O)C(=O)C5=CC=CC=C5C4=O)O)(C(=O)C)O)N)O. (2) Drug 2: C1=NC2=C(N1)C(=S)N=C(N2)N. Cell line: NCI-H322M. Drug 1: COC1=C(C=C2C(=C1)N=CN=C2NC3=CC(=C(C=C3)F)Cl)OCCCN4CCOCC4. Synergy scores: CSS=41.6, Synergy_ZIP=-3.75, Synergy_Bliss=-4.29, Synergy_Loewe=-4.51, Synergy_HSA=1.16. (3) Drug 1: C1CN1P(=S)(N2CC2)N3CC3. Drug 2: CC(C)(C#N)C1=CC(=CC(=C1)CN2C=NC=N2)C(C)(C)C#N. Cell line: SK-MEL-5. Synergy scores: CSS=6.28, Synergy_ZIP=-1.20, Synergy_Bliss=6.77, Synergy_Loewe=3.43, Synergy_HSA=3.26. (4) Drug 1: C1CCN(CC1)CCOC2=CC=C(C=C2)C(=O)C3=C(SC4=C3C=CC(=C4)O)C5=CC=C(C=C5)O. Drug 2: CC12CCC3C(C1CCC2OP(=O)(O)O)CCC4=C3C=CC(=C4)OC(=O)N(CCCl)CCCl.[Na+]. Cell line: K-562. Synergy scores: CSS=-13.1, Synergy_ZIP=3.92, Synergy_Bliss=-0.409, Synergy_Loewe=-10.4, Synergy_HSA=-9.29. (5) Drug 2: C#CCC(CC1=CN=C2C(=N1)C(=NC(=N2)N)N)C3=CC=C(C=C3)C(=O)NC(CCC(=O)O)C(=O)O. Synergy scores: CSS=-6.25, Synergy_ZIP=0.149, Synergy_Bliss=-3.91, Synergy_Loewe=-3.91, Synergy_HSA=-5.36. Cell line: HOP-62. Drug 1: CC(C1=C(C=CC(=C1Cl)F)Cl)OC2=C(N=CC(=C2)C3=CN(N=C3)C4CCNCC4)N.